The task is: Predict the reaction yield, written as a fraction of the theoretical maximum amount of product (1.0 means a 100% yield; for example, 0.34 means a 34% yield).. This data is from Reaction yield outcomes from USPTO patents with 853,638 reactions. (1) The reactants are [CH:1]1([CH2:5][NH:6][C:7]([C:9]2[C:14]([NH:15][C:16]([C:18]3[C:27]4[C:22](=[CH:23][CH:24]=[CH:25][CH:26]=4)[C:21]([CH2:28][N:29]4[CH:33]=[CH:32][N:31]=[N:30]4)=[CH:20][CH:19]=3)=[O:17])=[CH:13][CH:12]=[C:11]([O:34]C)[N:10]=2)=[O:8])[CH2:4][CH2:3][CH2:2]1.Cl.N1C=CC=CC=1. The catalyst is O. The product is [CH:1]1([CH2:5][NH:6][C:7]([C:9]2[C:14]([NH:15][C:16]([C:18]3[C:27]4[C:22](=[CH:23][CH:24]=[CH:25][CH:26]=4)[C:21]([CH2:28][N:29]4[CH:33]=[CH:32][N:31]=[N:30]4)=[CH:20][CH:19]=3)=[O:17])=[CH:13][CH:12]=[C:11]([OH:34])[N:10]=2)=[O:8])[CH2:4][CH2:3][CH2:2]1. The yield is 0.770. (2) The reactants are [Cl:1][C:2]1[N:7]=[C:6](Cl)[CH:5]=[C:4]([C:9]2[CH:14]=[CH:13][CH:12]=[CH:11][CH:10]=2)[N:3]=1.CCN(C(C)C)C(C)C.[CH3:24][C@H:25]([NH2:32])[C:26]1[CH:31]=[CH:30][CH:29]=[CH:28][CH:27]=1. The catalyst is CO. The product is [Cl:1][C:2]1[N:7]=[C:6]([NH:32][C@H:25]([C:26]2[CH:31]=[CH:30][CH:29]=[CH:28][CH:27]=2)[CH3:24])[CH:5]=[C:4]([C:9]2[CH:14]=[CH:13][CH:12]=[CH:11][CH:10]=2)[N:3]=1. The yield is 0.420. (3) The reactants are Br[C:2]1[C:7]([O:8][CH3:9])=[CH:6][CH:5]=[CH:4][N:3]=1.C([Li])CCC.[CH2:15]([O:17][C:18]1[CH:19]=[C:20]([C:27]2[S:28][CH:29]=[C:30]([CH2:32][CH2:33][CH:34]=[O:35])[N:31]=2)[CH:21]=[CH:22][C:23]=1[O:24][CH2:25][CH3:26])[CH3:16].[Cl-].[NH4+]. The product is [CH2:15]([O:17][C:18]1[CH:19]=[C:20]([C:27]2[S:28][CH:29]=[C:30]([CH2:32][CH2:33][CH:34]([C:2]3[C:7]([O:8][CH3:9])=[CH:6][CH:5]=[CH:4][N:3]=3)[OH:35])[N:31]=2)[CH:21]=[CH:22][C:23]=1[O:24][CH2:25][CH3:26])[CH3:16]. The catalyst is C1COCC1.CCCCCC. The yield is 0.260. (4) The reactants are [OH:1][C:2]1[CH:30]=[CH:29][C:5]([C:6]([O:8][C@H:9]2[CH2:18][C:17]3[C:12](=[CH:13][C:14]([OH:20])=[CH:15][C:16]=3[OH:19])[O:11][C@@H:10]2[C:21]2[CH:26]=[CH:25][C:24]([OH:27])=[C:23]([OH:28])[CH:22]=2)=[O:7])=[CH:4][CH:3]=1.C(Cl)(Cl)Cl. The catalyst is N1C=CC=CC=1.C(OC(=O)C)(=O)C. The product is [C:6]([OH:8])(=[O:7])[CH3:5].[C:6]([OH:8])(=[O:7])[CH3:5].[C:6]([OH:8])(=[O:7])[CH3:5].[C:6]([OH:8])(=[O:7])[CH3:5].[C:6]([OH:8])(=[O:7])[CH3:5].[OH:1][C:2]1[CH:3]=[CH:4][C:5]([C:6]([O:8][C@H:9]2[CH2:18][C:17]3[C:12](=[CH:13][C:14]([OH:20])=[CH:15][C:16]=3[OH:19])[O:11][C@@H:10]2[C:21]2[CH:26]=[CH:25][C:24]([OH:27])=[C:23]([OH:28])[CH:22]=2)=[O:7])=[CH:29][CH:30]=1. The yield is 0.950. (5) The reactants are [CH3:1][C:2]1C[CH2:4][CH2:5][N:6]=1.ClN1[C:12](=[O:13])CCC1=O.C[O-:16].[Na+].[C:18]([Cl:22])(Cl)(Cl)Cl. No catalyst specified. The product is [Cl:22][C:18]1[CH:1]=[CH:2][NH:6][C:5]=1[C:4]([O:13][CH3:12])=[O:16]. The yield is 0.520. (6) The reactants are Cl[C:2]1[N:3]([C:13]2[CH:18]=[CH:17][CH:16]=[CH:15][CH:14]=2)[C:4]2[C:9]([C:10]=1[CH:11]=[O:12])=[CH:8][CH:7]=[CH:6][CH:5]=2.[NH:19]1[CH2:25][CH2:24][CH2:23][CH2:22][CH2:21][CH2:20]1. No catalyst specified. The product is [N:19]1([C:2]2[N:3]([C:13]3[CH:18]=[CH:17][CH:16]=[CH:15][CH:14]=3)[C:4]3[C:9]([C:10]=2[CH:11]=[O:12])=[CH:8][CH:7]=[CH:6][CH:5]=3)[CH2:25][CH2:24][CH2:23][CH2:22][CH2:21][CH2:20]1. The yield is 0.420. (7) The reactants are [C:1]([N:4]1[C:13]2[C:8](=[CH:9][CH:10]=[CH:11][CH:12]=2)[C:7](=O)[CH2:6][CH:5]1[CH3:15])(=[O:3])[CH3:2].[Si:16]([O:33][CH2:34][C:35]1[CH:40]=[CH:39][C:38]([NH2:41])=[CH:37][CH:36]=1)([C:29]([CH3:32])([CH3:31])[CH3:30])([C:23]1[CH:28]=[CH:27][CH:26]=[CH:25][CH:24]=1)[C:17]1[CH:22]=[CH:21][CH:20]=[CH:19][CH:18]=1. The catalyst is C1(C)C=CC=CC=1.[Ti](Cl)(Cl)(Cl)Cl. The product is [C:1]([N:4]1[C:13]2[C:8](=[CH:9][CH:10]=[CH:11][CH:12]=2)[C:7](=[N:41][C:38]2[CH:37]=[CH:36][C:35]([CH2:34][O:33][Si:16]([C:29]([CH3:32])([CH3:31])[CH3:30])([C:23]3[CH:24]=[CH:25][CH:26]=[CH:27][CH:28]=3)[C:17]3[CH:22]=[CH:21][CH:20]=[CH:19][CH:18]=3)=[CH:40][CH:39]=2)[CH2:6][CH:5]1[CH3:15])(=[O:3])[CH3:2]. The yield is 0.910. (8) The reactants are [Cl:1][C:2]1[CH:3]=[C:4]([C@H:9]([OH:23])[C@@H:10]2[CH2:15][CH2:14][CH2:13][N:12]([C:16]([O:18][C:19]([CH3:22])([CH3:21])[CH3:20])=[O:17])[CH2:11]2)[CH:5]=[CH:6][C:7]=1[F:8].[H-].[Na+].Br[CH2:27][C:28]#[N:29]. The catalyst is CC#N. The product is [Cl:1][C:2]1[CH:3]=[C:4]([C@H:9]([O:23][CH2:27][C:28]#[N:29])[C@@H:10]2[CH2:15][CH2:14][CH2:13][N:12]([C:16]([O:18][C:19]([CH3:20])([CH3:22])[CH3:21])=[O:17])[CH2:11]2)[CH:5]=[CH:6][C:7]=1[F:8]. The yield is 1.00.